Dataset: Catalyst prediction with 721,799 reactions and 888 catalyst types from USPTO. Task: Predict which catalyst facilitates the given reaction. (1) Reactant: [CH3:1][O:2][N:3]([CH3:18])[C:4]([C:6]1[C:14]2[C:9](=[CH:10][CH:11]=[C:12]([N+:15]([O-:17])=[O:16])[CH:13]=2)[NH:8][N:7]=1)=[O:5].[CH3:19][Si:20]([CH2:23][CH2:24][O:25][CH2:26]Cl)([CH3:22])[CH3:21].C(N(C(C)C)CC)(C)C.O. Product: [CH3:1][O:2][N:3]([CH3:18])[C:4]([C:6]1[C:14]2[C:9](=[CH:10][CH:11]=[C:12]([N+:15]([O-:17])=[O:16])[CH:13]=2)[N:8]([CH2:26][O:25][CH2:24][CH2:23][Si:20]([CH3:22])([CH3:21])[CH3:19])[N:7]=1)=[O:5]. The catalyst class is: 2. (2) Reactant: [O:1]=[C:2]1[CH:6]([C:7](OCC)=[O:8])[CH:5]([C:12]2[CH:17]=[CH:16][CH:15]=[CH:14][CH:13]=2)[CH2:4][NH:3]1.O.[NH2:19][NH2:20]. Product: [O:1]=[C:2]1[CH:6]([C:7]([NH:19][NH2:20])=[O:8])[CH:5]([C:12]2[CH:17]=[CH:16][CH:15]=[CH:14][CH:13]=2)[CH2:4][NH:3]1. The catalyst class is: 14.